Dataset: Forward reaction prediction with 1.9M reactions from USPTO patents (1976-2016). Task: Predict the product of the given reaction. (1) Given the reactants C=O.O.[C:4]1(C)C=CC(S(O)(=O)=O)=CC=1.[OH:15][CH:16]([CH3:31])[CH2:17][C:18]([NH:20][CH2:21][C:22]1[CH:27]=[CH:26][CH:25]=[CH:24][C:23]=1[N+:28]([O-:30])=[O:29])=[O:19], predict the reaction product. The product is: [CH3:31][CH:16]1[O:15][CH2:4][N:20]([CH2:21][C:22]2[CH:27]=[CH:26][CH:25]=[CH:24][C:23]=2[N+:28]([O-:30])=[O:29])[C:18](=[O:19])[CH2:17]1. (2) The product is: [C:1]([OH:4])(=[O:3])[CH3:2].[OH:5][C@H:6]1[CH2:30][CH2:29][C@@:28]2([CH3:31])[C@H:8]([CH2:9][CH2:10][C@@H:11]3[C:27]2=[CH:26][C:25](=[O:3])[C@@:24]2([CH3:32])[C@H:12]3[CH2:13][CH2:14][C@@H:15]2[C@H:16]([CH3:23])[CH2:17][CH2:18][C:19]([O:21][CH3:22])=[O:20])[CH2:7]1. Given the reactants [C:1]([OH:4])(=[O:3])[CH3:2].[OH:5][C@H:6]1[CH2:30][CH2:29][C@@:28]2([CH3:31])[C@H:8]([CH2:9][CH2:10][C@@H:11]3[C:27]2=[CH:26][CH2:25][C@@:24]2([CH3:32])[C@H:12]3[CH2:13][CH2:14][C@@H:15]2[C@H:16]([CH3:23])[CH2:17][CH2:18][C:19]([O:21][CH3:22])=[O:20])[CH2:7]1, predict the reaction product. (3) Given the reactants C[C:2](CC(C)C)=[O:3].[CH2:8]([C:12]1[N:13]([CH2:20][C:21]2[CH:26]=[CH:25][C:24]([C:27]3[CH:32]=[CH:31][CH:30]=[CH:29][C:28]=3[C:33]3[N:34]=[N:35][N:36](C(C4C=CC=CC=4)(C4C=CC=CC=4)C4C=CC=CC=4)[N:37]=3)=[CH:23][CH:22]=2)[CH2:14][C:15]([Cl:19])(CO)[N:16]=1)[CH2:9][CH2:10][CH3:11].[OH-].[K+:58].C, predict the reaction product. The product is: [CH3:11][CH2:10][CH2:9][CH2:8][C:12]1[N:13]([CH2:20][C:21]2[CH:22]=[CH:23][C:24]([C:27]3[CH:32]=[CH:31][CH:30]=[CH:29][C:28]=3[C:33]3[N:34]=[N:35][N-:36][N:37]=3)=[CH:25][CH:26]=2)[C:14]([CH2:2][OH:3])=[C:15]([Cl:19])[N:16]=1.[K+:58]. (4) Given the reactants [C:1]1([C:7]2[S:8][CH:9]=[C:10]([CH2:12][OH:13])[N:11]=2)[CH:6]=[CH:5][CH:4]=[CH:3][CH:2]=1.Cl[C:15]1[N:20]=[CH:19][C:18]([C:21](OC)=[O:22])=[CH:17][CH:16]=1.[H-].[Na+].O, predict the reaction product. The product is: [C:1]1([C:7]2[S:8][CH:9]=[C:10]([CH2:12][O:13][C:15]3[CH:16]=[CH:17][C:18]([CH2:21][OH:22])=[CH:19][N:20]=3)[N:11]=2)[CH:2]=[CH:3][CH:4]=[CH:5][CH:6]=1. (5) Given the reactants [Br:1][C:2]1[CH:3]=[C:4]2[C:9](=[CH:10][CH:11]=1)[NH:8][C:7](=[O:12])[CH:6]=[C:5]2[OH:13].ClC1C2C(=CC=C([CH:25]([C:27]3[N:31]([CH3:32])[C:30](C)=[N:29][CH:28]=3)O)C=2)N=C(OC)C=1CC1C=NC(C(F)(F)F)=CC=1.N1C=C(C=O)C=NC=1.CC1NC(C)=C(C(OCC)=O)CC=1C(OCC)=O, predict the reaction product. The product is: [Br:1][C:2]1[CH:3]=[C:4]2[C:9](=[CH:10][CH:11]=1)[NH:8][C:7](=[O:12])[C:6]([CH2:25][C:27]1[CH:28]=[N:29][CH:30]=[N:31][CH:32]=1)=[C:5]2[OH:13]. (6) Given the reactants [NH:1]1[CH2:11][CH2:10][CH:4]([C:5]([O:7]CC)=O)[CH2:3][CH2:2]1.[CH3:12][C:13]1[C:18]([CH3:19])=[CH:17][CH:16]=[CH:15][C:14]=1Br.[OH:21][CH:22]1[CH2:27][CH2:26][NH:25][CH2:24][CH2:23]1, predict the reaction product. The product is: [CH3:12][C:13]1[C:18]([CH3:19])=[CH:17][CH:16]=[CH:15][C:14]=1[N:1]1[CH2:2][CH2:3][CH:4]([C:5]([N:25]2[CH2:26][CH2:27][CH:22]([OH:21])[CH2:23][CH2:24]2)=[O:7])[CH2:10][CH2:11]1. (7) Given the reactants [CH3:1][NH:2][C@H:3]([C:14]([OH:16])=[O:15])[C:4]([CH3:13])([CH2:6][C:7]1[CH:12]=[CH:11][CH:10]=[CH:9][CH:8]=1)[CH3:5].Cl.[CH3:18]/[C:19](=[CH:25]\[C@@H:26]([N:30]([CH3:39])[C:31](=[O:38])[C@H:32]([C:34]([CH3:37])([CH3:36])[CH3:35])[NH2:33])[CH:27]([CH3:29])[CH3:28])/[C:20]([O:22][CH2:23][CH3:24])=[O:21].CCN(C(C)C)C(C)C.F[P-](F)(F)(F)(F)F.N1(O[P+](N2CCCC2)(N2CCCC2)N2CCCC2)C2C=CC=CC=2N=N1, predict the reaction product. The product is: [CH3:1][NH:2][C@H:3]([C:14]([OH:16])=[O:15])[C:4]([CH3:13])([CH2:6][C:7]1[CH:12]=[CH:11][CH:10]=[CH:9][CH:8]=1)[CH3:5].[CH2:23]([O:22][C:20](=[O:21])/[C:19](/[CH3:18])=[CH:25]/[C@@H:26]([N:30]([CH3:39])[C:31](=[O:38])[C@H:32]([C:34]([CH3:37])([CH3:36])[CH3:35])[NH2:33])[CH:27]([CH3:28])[CH3:29])[CH3:24]. (8) Given the reactants N1C2NC3C(C=2C(C2C=C(N[CH2:21][CH2:22][NH:23][C:24](=[O:30])[O:25][C:26]([CH3:29])([CH3:28])[CH3:27])C=CC=2)=CC=1)=CC=CC=3.Br[C:32]1[C:44]2[C:43]3[C:38](=[CH:39][CH:40]=[C:41]([CH3:45])[CH:42]=3)[NH:37][C:36]=2[N:35]=[CH:34][CH:33]=1.CC1(C)C(C)(C)OB([C:54]2[CH:55]=[C:56](NCCNC(=O)OC(C)(C)C)[CH:57]=[CH:58][CH:59]=2)O1.C(=O)([O-])[O-].[Na+].[Na+], predict the reaction product. The product is: [CH3:45][C:41]1[CH:42]=[C:43]2[C:38](=[CH:39][CH:40]=1)[NH:37][C:36]1[N:35]=[CH:34][CH:33]=[C:32]([C:58]3[CH:57]=[C:56]([CH:55]=[CH:54][CH:59]=3)[CH2:21][CH2:22][NH:23][C:24](=[O:30])[O:25][C:26]([CH3:29])([CH3:28])[CH3:27])[C:44]2=1.